Predict the reaction yield, written as a fraction of the theoretical maximum amount of product (1.0 means a 100% yield; for example, 0.34 means a 34% yield). From a dataset of Reaction yield outcomes from USPTO patents with 853,638 reactions. (1) The reactants are [F:1][C:2]1[CH:30]=[C:29]([F:31])[CH:28]=[CH:27][C:3]=1[O:4][C:5]1[CH:10]=[CH:9][C:8]([S:11]([NH2:14])(=[O:13])=[O:12])=[CH:7][C:6]=1[C:15]1[C:23]2[C:18](=[C:19]([O:24]C)[N:20]=[CH:21][CH:22]=2)[N:17]([CH3:26])[CH:16]=1.Cl. The catalyst is O1CCOCC1. The product is [F:1][C:2]1[CH:30]=[C:29]([F:31])[CH:28]=[CH:27][C:3]=1[O:4][C:5]1[CH:10]=[CH:9][C:8]([S:11]([NH2:14])(=[O:13])=[O:12])=[CH:7][C:6]=1[C:15]1[C:23]2[CH:22]=[CH:21][NH:20][C:19](=[O:24])[C:18]=2[N:17]([CH3:26])[CH:16]=1. The yield is 0.450. (2) The reactants are [C:1]1(B(O)O)[CH:6]=[CH:5][CH:4]=[CH:3][CH:2]=1.Br[C:11]1[CH:16]=[C:15]([CH3:17])[C:14](Br)=[CH:13][N:12]=1.O.[O-]P([O-])([O-])=O.[K+].[K+].[K+].[C:28]1(C)[CH:33]=[CH:32][CH:31]=[CH:30][CH:29]=1. The catalyst is C1C=CC(/C=C/C(/C=C/C2C=CC=CC=2)=O)=CC=1.C1C=CC(/C=C/C(/C=C/C2C=CC=CC=2)=O)=CC=1.C1C=CC(/C=C/C(/C=C/C2C=CC=CC=2)=O)=CC=1.[Pd].[Pd].C1(P(C2CCCCC2)C2C=CC=CC=2C2C(OC)=CC=CC=2OC)CCCCC1.O. The product is [C:1]1([C:11]2[CH:16]=[C:15]([CH3:17])[C:14]([C:28]3[CH:33]=[CH:32][CH:31]=[CH:30][CH:29]=3)=[CH:13][N:12]=2)[CH:6]=[CH:5][CH:4]=[CH:3][CH:2]=1. The yield is 0.872. (3) The reactants are [CH:1]([N:4]1[C:8]2[CH:9]=[CH:10][CH:11]=[CH:12][C:7]=2[NH:6][C:5]1=[O:13])([CH3:3])[CH3:2].CCN(CC)CC.[NH2:21][CH2:22][CH:23]1[CH2:28][CH2:27][N:26]([CH2:29][C:30]2([C:36]([O:38][C:39]([CH3:42])([CH3:41])[CH3:40])=[O:37])[CH2:35][CH2:34][O:33][CH2:32][CH2:31]2)[CH2:25][CH2:24]1.[C:43]([O-])(O)=[O:44].[Na+]. The catalyst is C(Cl)Cl. The product is [CH:1]([N:4]1[C:8]2[CH:9]=[CH:10][CH:11]=[CH:12][C:7]=2[N:6]([C:43]([NH:21][CH2:22][CH:23]2[CH2:28][CH2:27][N:26]([CH2:29][C:30]3([C:36]([O:38][C:39]([CH3:42])([CH3:41])[CH3:40])=[O:37])[CH2:35][CH2:34][O:33][CH2:32][CH2:31]3)[CH2:25][CH2:24]2)=[O:44])[C:5]1=[O:13])([CH3:3])[CH3:2]. The yield is 1.00. (4) The reactants are [C:1]([O:4][CH2:5][CH:6](Br)[C:7]([O:9][CH3:10])=[O:8])(=[O:3])[CH3:2].[N-:12]=[N+:13]=[N-:14].[Na+]. The catalyst is CN(C=O)C.[Cl-].[Na+].O. The product is [C:1]([O:4][CH2:5][CH:6]([N:12]=[N+:13]=[N-:14])[C:7]([O:9][CH3:10])=[O:8])(=[O:3])[CH3:2]. The yield is 0.540. (5) The reactants are CC([O-])(C)C.[K+].[C:7]([CH2:9][C:10]([NH2:12])=[O:11])#[N:8].[CH3:13][C:14](=O)[CH:15]=[CH:16][CH2:17][CH3:18].O=O.Cl. The catalyst is CS(C)=O.O. The product is [CH2:17]([C:16]1[CH:15]=[C:14]([CH3:13])[NH:12][C:10](=[O:11])[C:9]=1[C:7]#[N:8])[CH3:18]. The yield is 0.310. (6) The reactants are [C:1]([O:5][C:6]([C:8]1[S:9][C:10](/[CH:13]=[C:14](/[C:16]([O:18][CH3:19])=[O:17])\[CH3:15])=[CH:11][CH:12]=1)=[O:7])([CH3:4])([CH3:3])[CH3:2].CO.C(Cl)(Cl)Cl. The catalyst is C(OCC)(=O)C.[OH-].[Pd+2].[OH-]. The product is [C:1]([O:5][C:6]([C:8]1[S:9][C:10]([CH2:13][CH:14]([C:16]([O:18][CH3:19])=[O:17])[CH3:15])=[CH:11][CH:12]=1)=[O:7])([CH3:4])([CH3:2])[CH3:3]. The yield is 0.940. (7) The reactants are [NH:1]1[C@@H:10]2[C@@H:5]([CH2:6][CH2:7][CH2:8][CH2:9]2)[NH:4][C:3](=O)[C:2]1=O.[H-].[H-].[H-].[H-].[Li+].[Al+3]. The catalyst is C(OCC)C. The product is [NH:1]1[C@@H:10]2[C@@H:5]([CH2:6][CH2:7][CH2:8][CH2:9]2)[NH:4][CH2:3][CH2:2]1. The yield is 0.920. (8) The reactants are [NH2:1][C:2]1[CH:9]=[CH:8][C:7]([Cl:10])=[CH:6][C:3]=1[C:4]#[N:5].Cl.Cl[C:13](N)=[NH:14].S1(CCCC1)(=O)=O.CS(C)(=O)=O.[NH3:28]. The catalyst is O. The product is [Cl:10][C:7]1[CH:6]=[C:3]2[C:2](=[CH:9][CH:8]=1)[N:1]=[C:13]([NH2:14])[N:5]=[C:4]2[NH2:28]. The yield is 0.990. (9) The reactants are [C:1]([C:5]1[CH:9]=[C:8]([NH:10][C:11](=[O:19])OC2C=CC=CC=2)[N:7]([C:20]2[C:21]([CH3:26])=[N:22][CH:23]=[CH:24][CH:25]=2)[N:6]=1)([CH3:4])([CH3:3])[CH3:2].[CH3:27][O:28][C:29]1[CH:30]=[C:31]2[C:36](=[CH:37][C:38]=1[O:39][CH3:40])[N:35]=[CH:34][N:33]=[C:32]2[O:41][C:42]1[CH:43]=[C:44]([CH:46]=[CH:47][CH:48]=1)[NH2:45]. No catalyst specified. The product is [C:1]([C:5]1[CH:9]=[C:8]([NH:10][C:11]([NH:45][C:44]2[CH:46]=[CH:47][CH:48]=[C:42]([O:41][C:32]3[C:31]4[C:36](=[CH:37][C:38]([O:39][CH3:40])=[C:29]([O:28][CH3:27])[CH:30]=4)[N:35]=[CH:34][N:33]=3)[CH:43]=2)=[O:19])[N:7]([C:20]2[C:21]([CH3:26])=[N:22][CH:23]=[CH:24][CH:25]=2)[N:6]=1)([CH3:2])([CH3:3])[CH3:4]. The yield is 0.200.